Dataset: Forward reaction prediction with 1.9M reactions from USPTO patents (1976-2016). Task: Predict the product of the given reaction. (1) Given the reactants O=[C:2]1[CH2:7][C@@H:6]([NH:8][C:9]2[C:10]3[CH:17]=[CH:16][N:15]([C:18]([C:31]4[CH:36]=[CH:35][CH:34]=[CH:33][CH:32]=4)([C:25]4[CH:30]=[CH:29][CH:28]=[CH:27][CH:26]=4)[C:19]4[CH:24]=[CH:23][CH:22]=[CH:21][CH:20]=4)[C:11]=3[N:12]=[CH:13][N:14]=2)[CH2:5][N:4]([C:37]([O:39][C:40]([CH3:43])([CH3:42])[CH3:41])=[O:38])[CH2:3]1.CC1C=CC(S([CH2:54][N+:55]#[C-])(=O)=O)=CC=1.CC([O-])(C)C.[K+].CCO, predict the reaction product. The product is: [C:54]([CH:2]1[CH2:7][C@@H:6]([NH:8][C:9]2[C:10]3[CH:17]=[CH:16][N:15]([C:18]([C:25]4[CH:30]=[CH:29][CH:28]=[CH:27][CH:26]=4)([C:31]4[CH:36]=[CH:35][CH:34]=[CH:33][CH:32]=4)[C:19]4[CH:20]=[CH:21][CH:22]=[CH:23][CH:24]=4)[C:11]=3[N:12]=[CH:13][N:14]=2)[CH2:5][N:4]([C:37]([O:39][C:40]([CH3:41])([CH3:42])[CH3:43])=[O:38])[CH2:3]1)#[N:55]. (2) Given the reactants [F:1][C:2]1[CH:24]=[CH:23][CH:22]=[CH:21][C:3]=1[O:4][C:5]1[C:18](=[O:19])[N:17]([CH3:20])[C:8]2[N:9]=[C:10](S(C)(=O)=O)[N:11]=[CH:12][C:7]=2[CH:6]=1.[N:25]1([CH2:31][CH2:32][NH2:33])[CH2:30][CH2:29][CH2:28][CH2:27][CH2:26]1, predict the reaction product. The product is: [F:1][C:2]1[CH:24]=[CH:23][CH:22]=[CH:21][C:3]=1[O:4][C:5]1[C:18](=[O:19])[N:17]([CH3:20])[C:8]2[N:9]=[C:10]([NH:33][CH2:32][CH2:31][N:25]3[CH2:30][CH2:29][CH2:28][CH2:27][CH2:26]3)[N:11]=[CH:12][C:7]=2[CH:6]=1. (3) Given the reactants [CH3:1][O:2][C:3]1[CH:8]=[C:7]([N+:9]([O-])=O)[CH:6]=[CH:5][C:4]=1[O:12][CH2:13][O:14][CH3:15].N1C=CC=CC=1.[C:22](Cl)(=[O:27])[C:23]([CH3:26])([CH3:25])[CH3:24].C(=O)([O-])O.[Na+], predict the reaction product. The product is: [CH3:1][O:2][C:3]1[CH:8]=[C:7]([NH:9][C:22](=[O:27])[C:23]([CH3:26])([CH3:25])[CH3:24])[CH:6]=[CH:5][C:4]=1[O:12][CH2:13][O:14][CH3:15]. (4) Given the reactants Cl.[CH3:2][S:3]([C:6]1[CH:7]=[C:8]([CH:10]=[CH:11][CH:12]=1)[NH2:9])(=[O:5])=[O:4].[CH3:13][O:14][C:15]1[CH:20]=[CH:19][CH:18]=[CH:17][C:16]=1[C:21]1[CH:26]=[CH:25][N:24]=[C:23](NC2C=CC=C([N+]([O-])=O)C=2)[CH:22]=1, predict the reaction product. The product is: [CH3:13][O:14][C:15]1[CH:20]=[CH:19][CH:18]=[CH:17][C:16]=1[C:21]1[CH:26]=[CH:25][N:24]=[C:23]([NH:9][C:8]2[CH:10]=[CH:11][CH:12]=[C:6]([S:3]([CH3:2])(=[O:4])=[O:5])[CH:7]=2)[CH:22]=1. (5) Given the reactants [OH:1][C:2]1[C:11]2[C:6](=[CH:7][CH:8]=[CH:9][CH:10]=2)[C:5]([NH:12][C:13](=[O:19])[O:14][C:15]([CH3:18])([CH3:17])[CH3:16])=[CH:4][CH:3]=1.[Cl:20][C:21]1[CH:26]=[C:25](Cl)[N:24]=[CH:23][N:22]=1.C1CCN2C(=NCCC2)CC1.O, predict the reaction product. The product is: [Cl:20][C:21]1[N:22]=[CH:23][N:24]=[C:25]([O:1][C:2]2[C:11]3[C:6](=[CH:7][CH:8]=[CH:9][CH:10]=3)[C:5]([NH:12][C:13](=[O:19])[O:14][C:15]([CH3:16])([CH3:18])[CH3:17])=[CH:4][CH:3]=2)[CH:26]=1. (6) Given the reactants [CH:1]1([C:7](=[O:18])[CH:8]([C:12]2[CH:17]=[CH:16][CH:15]=[CH:14][CH:13]=2)[CH2:9][CH:10]=O)[CH2:6][CH2:5][CH2:4][CH2:3][CH2:2]1.[CH3:19][O:20][C:21]1[CH:26]=[CH:25][CH:24]=[CH:23][C:22]=1[N:27]1[CH2:32][CH2:31][NH:30][CH2:29][CH2:28]1.C(O[BH-](OC(=O)C)OC(=O)C)(=O)C.[Na+].C(O)(=O)C, predict the reaction product. The product is: [CH:1]1([C:7](=[O:18])[CH:8]([C:12]2[CH:17]=[CH:16][CH:15]=[CH:14][CH:13]=2)[CH2:9][CH2:10][N:30]2[CH2:29][CH2:28][N:27]([C:22]3[CH:23]=[CH:24][CH:25]=[CH:26][C:21]=3[O:20][CH3:19])[CH2:32][CH2:31]2)[CH2:6][CH2:5][CH2:4][CH2:3][CH2:2]1.